Dataset: Forward reaction prediction with 1.9M reactions from USPTO patents (1976-2016). Task: Predict the product of the given reaction. (1) Given the reactants P([O-])([O-])([O-])=O.[K+].[K+].[K+].[O:9]1[CH2:14][CH2:13][CH:12]=[C:11](B2OC(C)(C)C(C)(C)O2)[CH2:10]1.[NH2:24][C:25]1[CH2:46][O:45][CH2:44][C@:27]2([C:40]3[CH:39]=[C:38](Br)[CH:37]=[C:36]([F:42])[C:35]=3[O:34][C:33]3[C:28]2=[CH:29][C:30]([OH:43])=[CH:31][CH:32]=3)[N:26]=1.O, predict the reaction product. The product is: [NH2:24][C:25]1[CH2:46][O:45][CH2:44][C@:27]2([C:40]3[CH:39]=[C:38]([C:11]4[CH2:10][O:9][CH2:14][CH2:13][CH:12]=4)[CH:37]=[C:36]([F:42])[C:35]=3[O:34][C:33]3[C:28]2=[CH:29][C:30]([OH:43])=[CH:31][CH:32]=3)[N:26]=1. (2) Given the reactants [C:1]([OH:8])(=[O:7])/[CH:2]=[CH:3]\[C:4]([OH:6])=[O:5].[CH:9]1[C:14]([C@H:15]2[C@H:20]([CH2:21][O:22][C:23]3[CH:24]=[CH:25][C:26]4[O:31][CH2:30][O:29][C:27]=4[CH:28]=3)[CH2:19][NH:18][CH2:17][CH2:16]2)=[CH:13][CH:12]=[C:11]([F:32])[CH:10]=1, predict the reaction product. The product is: [CH2:16]1[C@@H:15]([C:14]2[CH:9]=[CH:10][C:11]([F:32])=[CH:12][CH:13]=2)[C@H:20]([CH2:21][O:22][C:23]2[CH:24]=[CH:25][C:26]3[O:31][CH2:30][O:29][C:27]=3[CH:28]=2)[CH2:19][NH:18][CH2:17]1.[CH:2](/[C:1]([OH:8])=[O:7])=[CH:3]/[C:4]([OH:6])=[O:5]. (3) Given the reactants [CH2:1]([Zn]CC)C.FC(F)(F)C(O)=O.[CH2:13]([O:20][C:21]([N:23]1[CH2:28][CH2:27][C:26](=[CH2:29])[CH2:25][CH2:24]1)=[O:22])[C:14]1[CH:19]=[CH:18][CH:17]=[CH:16][CH:15]=1.C(=O)(O)[O-].[Na+], predict the reaction product. The product is: [CH2:1]1[C:26]2([CH2:27][CH2:28][N:23]([C:21]([O:20][CH2:13][C:14]3[CH:15]=[CH:16][CH:17]=[CH:18][CH:19]=3)=[O:22])[CH2:24][CH2:25]2)[CH2:29]1. (4) Given the reactants [OH:1][C:2]1[CH:11]=[C:10]2[C:5]([C:6]([O:12][C:13]3[CH:14]=[C:15]4[C:19](=[CH:20][CH:21]=3)[NH:18][C:17]([CH3:22])=[CH:16]4)=[N:7][CH:8]=[N:9]2)=[CH:4][C:3]=1[O:23][CH3:24].[CH3:25][O:26][CH2:27][CH2:28][N:29]([CH2:31][CH2:32]O)[CH3:30], predict the reaction product. The product is: [CH3:24][O:23][C:3]1[CH:4]=[C:5]2[C:10](=[CH:11][C:2]=1[O:1][CH2:32][CH2:31][N:29]([CH2:28][CH2:27][O:26][CH3:25])[CH3:30])[N:9]=[CH:8][N:7]=[C:6]2[O:12][C:13]1[CH:14]=[C:15]2[C:19](=[CH:20][CH:21]=1)[NH:18][C:17]([CH3:22])=[CH:16]2. (5) Given the reactants [Cl:1][C:2]1[CH:3]=[C:4]([CH:9]2[CH:13]([NH:14][CH3:15])[CH2:12][N:11]([C:16]([CH:18]3[CH2:23][CH2:22][N:21]([C:24]([C:26]4([CH3:29])[CH2:28][CH2:27]4)=[O:25])[CH2:20][CH2:19]3)=[O:17])[CH2:10]2)[CH:5]=[CH:6][C:7]=1[Cl:8].[F:30][C:31]1[CH:36]=[CH:35][C:34]([C:37]2([C:42]([OH:44])=O)[CH2:41][CH2:40][CH2:39][CH2:38]2)=[CH:33][CH:32]=1, predict the reaction product. The product is: [Cl:1][C:2]1[CH:3]=[C:4]([CH:9]2[CH2:10][N:11]([C:16]([CH:18]3[CH2:19][CH2:20][N:21]([C:24]([C:26]4([CH3:29])[CH2:27][CH2:28]4)=[O:25])[CH2:22][CH2:23]3)=[O:17])[CH2:12][CH:13]2[N:14]([CH3:15])[C:42]([C:37]2([C:34]3[CH:33]=[CH:32][C:31]([F:30])=[CH:36][CH:35]=3)[CH2:38][CH2:39][CH2:40][CH2:41]2)=[O:44])[CH:5]=[CH:6][C:7]=1[Cl:8].